Dataset: Reaction yield outcomes from USPTO patents with 853,638 reactions. Task: Predict the reaction yield, written as a fraction of the theoretical maximum amount of product (1.0 means a 100% yield; for example, 0.34 means a 34% yield). (1) The yield is 0.850. The reactants are C(N(CCC)[CH2:5][CH2:6][CH2:7][CH2:8][CH:9]([NH2:25])[C:10]1[CH:15]=[CH:14][C:13]([CH2:16][N:17]=[CH:18][C:19]2[O:20][C:21]([CH3:24])=[CH:22][CH:23]=2)=[CH:12][CH:11]=1)CC.C[N:30]1[CH2:34][CH2:33][CH2:32][C:31]1=O.[CH:36](NC(C)C)(C)[CH3:37].[CH2:43](Br)[CH2:44][CH2:45][CH2:46][CH2:47][CH3:48]. The product is [CH2:34]([N:30]([CH2:31][CH2:36][CH3:37])[CH2:43][CH2:44][CH2:45][CH2:46][CH2:47][CH2:48][CH2:5][CH2:6][CH2:7][CH2:8][CH:9]([NH2:25])[C:10]1[CH:11]=[CH:12][C:13]([CH2:16][N:17]=[CH:18][C:19]2[O:20][C:21]([CH3:24])=[CH:22][CH:23]=2)=[CH:14][CH:15]=1)[CH2:33][CH3:32]. The catalyst is O. (2) The reactants are Cl[C:2]1[N:7]=[CH:6][N:5]=[C:4]([NH:8][CH2:9][C@@H:10]([C:22]([O:24][C:25]([CH3:28])([CH3:27])[CH3:26])=[O:23])[NH:11][C:12]([O:14][CH2:15][C:16]2[CH:21]=[CH:20][CH:19]=[CH:18][CH:17]=2)=[O:13])[C:3]=1[CH3:29].[NH:30]1[CH2:35][CH2:34][CH:33]([C:36]([O:38][CH3:39])=[O:37])[CH2:32][CH2:31]1.C(OCC)(=O)C.C(=O)(O)[O-].[Na+]. The catalyst is O. The product is [CH3:39][O:38][C:36]([CH:33]1[CH2:34][CH2:35][N:30]([C:2]2[N:7]=[CH:6][N:5]=[C:4]([NH:8][CH2:9][C@@H:10]([C:22]([O:24][C:25]([CH3:28])([CH3:27])[CH3:26])=[O:23])[NH:11][C:12]([O:14][CH2:15][C:16]3[CH:21]=[CH:20][CH:19]=[CH:18][CH:17]=3)=[O:13])[C:3]=2[CH3:29])[CH2:31][CH2:32]1)=[O:37]. The yield is 0.250. (3) The reactants are S(=O)(=O)(O)O.[N+:6]([O-:9])(O)=[O:7].[C:10]1([C@H:16]2[CH2:21][CH2:20][C@H:19]([C:22]([OH:24])=[O:23])[CH2:18][CH2:17]2)[CH:15]=[CH:14][CH:13]=[CH:12][CH:11]=1. The catalyst is [N+](C1C=CC=CC=1)([O-])=O. The product is [N+:6]([C:13]1[CH:14]=[CH:15][C:10]([C@H:16]2[CH2:17][CH2:18][C@H:19]([C:22]([OH:24])=[O:23])[CH2:20][CH2:21]2)=[CH:11][CH:12]=1)([O-:9])=[O:7]. The yield is 0.600. (4) The reactants are Cl.[F:2][C:3]1[CH:4]=[C:5]([CH:8]=[CH:9][C:10]=1[NH:11][S:12]([CH3:15])(=[O:14])=[O:13])[CH2:6][NH2:7].[Br:16][C:17]1[C:22]([O:23][CH2:24][C:25](O)=[O:26])=[CH:21][CH:20]=[C:19]([C:28]([CH3:31])([CH3:30])[CH3:29])[N:18]=1.C[N+]1(C2N=C(OC)N=C(OC)N=2)CCOCC1.[Cl-].CCN(CC)CC. The catalyst is C1COCC1. The product is [Br:16][C:17]1[C:22]([O:23][CH2:24][C:25]([NH:7][CH2:6][C:5]2[CH:8]=[CH:9][C:10]([NH:11][S:12]([CH3:15])(=[O:14])=[O:13])=[C:3]([F:2])[CH:4]=2)=[O:26])=[CH:21][CH:20]=[C:19]([C:28]([CH3:31])([CH3:30])[CH3:29])[N:18]=1. The yield is 0.582. (5) The reactants are Cl.[NH2:2][CH2:3][C:4]1[CH:12]=[CH:11][CH:10]=[C:9]2[C:5]=1[C:6](=[O:22])[N:7]([CH:14]1[CH2:19][CH2:18][C:17](=[O:20])[NH:16][C:15]1=[O:21])[C:8]2=[O:13].C(N(C(C)C)CC)(C)C.[F:32][C:33]1[CH:34]=[C:35]([CH:39]=[C:40]([F:42])[CH:41]=1)[C:36](Cl)=[O:37]. The catalyst is C(Cl)Cl. The product is [O:21]=[C:15]1[CH:14]([N:7]2[C:6](=[O:22])[C:5]3[C:9](=[CH:10][CH:11]=[CH:12][C:4]=3[CH2:3][NH:2][C:36](=[O:37])[C:35]3[CH:34]=[C:33]([F:32])[CH:41]=[C:40]([F:42])[CH:39]=3)[C:8]2=[O:13])[CH2:19][CH2:18][C:17](=[O:20])[NH:16]1. The yield is 0.540. (6) The reactants are Cl.[N:2]1[CH:7]=[CH:6][CH:5]=[C:4]([C:8](=[NH:10])[NH2:9])[CH:3]=1.[Cl:11][C:12]([SH:15])(Cl)Cl.[OH-].[Na+]. The catalyst is ClCCl.O. The product is [Cl:11][C:12]1[S:15][N:9]=[C:8]([C:4]2[CH:3]=[N:2][CH:7]=[CH:6][CH:5]=2)[N:10]=1. The yield is 0.0438.